Dataset: Reaction yield outcomes from USPTO patents with 853,638 reactions. Task: Predict the reaction yield, written as a fraction of the theoretical maximum amount of product (1.0 means a 100% yield; for example, 0.34 means a 34% yield). (1) The reactants are [CH:1]([C:3]1([CH2:16][O:17][CH3:18])[CH2:8][CH2:7][N:6]([C:9]([O:11][C:12]([CH3:15])([CH3:14])[CH3:13])=[O:10])[CH2:5][CH2:4]1)=O.C(O)(=O)C.[C:23]1([C@@H:29]2[CH2:31][C@H:30]2[NH2:32])[CH:28]=[CH:27][CH:26]=[CH:25][CH:24]=1.C(O[BH-](OC(=O)C)OC(=O)C)(=O)C.[Na+]. The catalyst is ClCCCl.C(Cl)Cl. The product is [CH3:18][O:17][CH2:16][C:3]1([CH2:1][NH:32][C@@H:30]2[CH2:31][C@H:29]2[C:23]2[CH:28]=[CH:27][CH:26]=[CH:25][CH:24]=2)[CH2:8][CH2:7][N:6]([C:9]([O:11][C:12]([CH3:15])([CH3:14])[CH3:13])=[O:10])[CH2:5][CH2:4]1. The yield is 0.910. (2) The reactants are [CH3:1][C@H:2]1[CH2:7][NH:6][CH2:5][CH2:4][NH:3]1.C(N(CC)CC)C.[C:15](O[C:15]([O:17][C:18]([CH3:21])([CH3:20])[CH3:19])=[O:16])([O:17][C:18]([CH3:21])([CH3:20])[CH3:19])=[O:16]. The catalyst is C(Cl)Cl. The product is [CH3:1][C@@H:2]1[NH:3][CH2:4][CH2:5][N:6]([C:15]([O:17][C:18]([CH3:21])([CH3:20])[CH3:19])=[O:16])[CH2:7]1. The yield is 0.800.